From a dataset of NCI-60 drug combinations with 297,098 pairs across 59 cell lines. Regression. Given two drug SMILES strings and cell line genomic features, predict the synergy score measuring deviation from expected non-interaction effect. (1) Drug 1: C1CC(=O)NC(=O)C1N2CC3=C(C2=O)C=CC=C3N. Drug 2: C1=CC(=CC=C1C#N)C(C2=CC=C(C=C2)C#N)N3C=NC=N3. Cell line: NCIH23. Synergy scores: CSS=7.88, Synergy_ZIP=0.487, Synergy_Bliss=2.12, Synergy_Loewe=3.87, Synergy_HSA=3.33. (2) Drug 1: C1=C(C(=O)NC(=O)N1)N(CCCl)CCCl. Drug 2: CN1C2=C(C=C(C=C2)N(CCCl)CCCl)N=C1CCCC(=O)O.Cl. Cell line: HCT-15. Synergy scores: CSS=16.3, Synergy_ZIP=2.77, Synergy_Bliss=4.43, Synergy_Loewe=-13.4, Synergy_HSA=2.71.